Dataset: Retrosynthesis with 50K atom-mapped reactions and 10 reaction types from USPTO. Task: Predict the reactants needed to synthesize the given product. (1) Given the product CN1CCc2c(n(C=C(c3ccccc3)c3ccccc3)c3ccc(Cl)cc23)C1, predict the reactants needed to synthesize it. The reactants are: BrC=C(c1ccccc1)c1ccccc1.CN1CCc2c([nH]c3ccc(Cl)cc23)C1. (2) The reactants are: CCOC(=O)Cn1ccc(N)n1.O=C(O)c1ccc(Cl)s1. Given the product CCOC(=O)Cn1ccc(NC(=O)c2ccc(Cl)s2)n1, predict the reactants needed to synthesize it. (3) Given the product O=C(O)C1=Cc2c(F)cccc2OC1C(F)(F)F, predict the reactants needed to synthesize it. The reactants are: CCOC(=O)C1=Cc2c(F)cccc2OC1C(F)(F)F.